This data is from Peptide-MHC class II binding affinity with 134,281 pairs from IEDB. The task is: Regression. Given a peptide amino acid sequence and an MHC pseudo amino acid sequence, predict their binding affinity value. This is MHC class II binding data. (1) The peptide sequence is FETIVVTVDSLPEFK. The binding affinity (normalized) is 0.291. The MHC is DRB1_0802 with pseudo-sequence DRB1_0802. (2) The MHC is HLA-DQA10102-DQB10602 with pseudo-sequence HLA-DQA10102-DQB10602. The binding affinity (normalized) is 0.244. The peptide sequence is TVTVFKIPKKASEGA. (3) The peptide sequence is VKGDPVGILYAVFKA. The MHC is DRB1_0701 with pseudo-sequence DRB1_0701. The binding affinity (normalized) is 0.347.